This data is from Reaction yield outcomes from USPTO patents with 853,638 reactions. The task is: Predict the reaction yield, written as a fraction of the theoretical maximum amount of product (1.0 means a 100% yield; for example, 0.34 means a 34% yield). (1) The reactants are C(OC([C:11]1[C:19]2[C:14](=[CH:15][CH:16]=[C:17](OCCCl)[CH:18]=2)[NH:13][C:12]=1C)=O)C1C=CC=CC=1.C([O-])([O-])=O.[K+].[K+].CC12CC([NH:37]C1)CC(C)(C)C2. The catalyst is C(#N)C. The product is [NH:13]1[C:14]2[C:19](=[CH:18][CH:17]=[CH:16][CH:15]=2)[CH:11]=[C:12]1[NH2:37]. The yield is 0.150. (2) The reactants are Br[C:2]1[CH:3]=[C:4]2[CH2:10][C@:9]3([CH:15]4[CH2:16][CH2:17][N:12]([CH2:13][CH2:14]4)[CH2:11]3)[O:8][C:5]2=[N:6][CH:7]=1.[CH:18]([C:20]1[CH:25]=[CH:24][N:23]=[CH:22][CH:21]=1)=[CH2:19].C1(C)C=CC=CC=1P(C1C=CC=CC=1C)C1C=CC=CC=1C.C(N(CC)CC)C. The catalyst is C(#N)C.C([O-])(=O)C.[Pd+2].C([O-])(=O)C. The product is [N:23]1[CH:24]=[CH:25][C:20]([CH:18]=[CH:19][C:2]2[CH:3]=[C:4]3[CH2:10][C@:9]4([CH:15]5[CH2:16][CH2:17][N:12]([CH2:13][CH2:14]5)[CH2:11]4)[O:8][C:5]3=[N:6][CH:7]=2)=[CH:21][CH:22]=1. The yield is 0.720.